Dataset: Forward reaction prediction with 1.9M reactions from USPTO patents (1976-2016). Task: Predict the product of the given reaction. (1) Given the reactants [N:1]1([C:7]2[C:8]3[N:16]=[C:15]([C:17]4[CH:18]=[N:19][CH:20]=[CH:21][CH:22]=4)[S:14][C:9]=3[N:10]=[C:11]([NH2:13])[N:12]=2)[CH2:6][CH2:5][NH:4][CH2:3][CH2:2]1.[Cl:23][C:24]1[CH:29]=[CH:28][C:27]([N:30]=[C:31]=[O:32])=[CH:26][CH:25]=1, predict the reaction product. The product is: [NH2:13][C:11]1[N:12]=[C:7]([N:1]2[CH2:6][CH2:5][N:4]([C:31]([NH:30][C:27]3[CH:28]=[CH:29][C:24]([Cl:23])=[CH:25][CH:26]=3)=[O:32])[CH2:3][CH2:2]2)[C:8]2[N:16]=[C:15]([C:17]3[CH:18]=[N:19][CH:20]=[CH:21][CH:22]=3)[S:14][C:9]=2[N:10]=1. (2) Given the reactants [Li]CCCC.[Cl:6][C:7]1[CH:12]=[CH:11][C:10]([F:13])=[CH:9][N:8]=1.[CH3:14][C:15]([CH3:17])=[O:16], predict the reaction product. The product is: [Cl:6][C:7]1[CH:12]=[C:11]([C:15]([OH:16])([CH3:17])[CH3:14])[C:10]([F:13])=[CH:9][N:8]=1.